This data is from Full USPTO retrosynthesis dataset with 1.9M reactions from patents (1976-2016). The task is: Predict the reactants needed to synthesize the given product. (1) The reactants are: [CH:1]([N:4]1[CH:8]=[C:7]([N+:9]([O-:11])=[O:10])[CH:6]=[C:5]1[C:12]([O:14]CC)=[O:13])([CH3:3])[CH3:2].[OH-].[Na+]. Given the product [CH:1]([N:4]1[CH:8]=[C:7]([N+:9]([O-:11])=[O:10])[CH:6]=[C:5]1[C:12]([OH:14])=[O:13])([CH3:3])[CH3:2], predict the reactants needed to synthesize it. (2) Given the product [C:17]([O:16][C:14]([N:7]1[C:6]2[CH:11]=[C:2]([Cl:1])[CH:3]=[C:4]([CH2:12][OH:13])[C:5]=2[O:9][C:8]1=[O:10])=[O:15])([CH3:20])([CH3:19])[CH3:18], predict the reactants needed to synthesize it. The reactants are: [Cl:1][C:2]1[CH:3]=[C:4]([CH2:12][OH:13])[C:5]2[O:9][C:8](=[O:10])[NH:7][C:6]=2[CH:11]=1.[C:14](O[C:14]([O:16][C:17]([CH3:20])([CH3:19])[CH3:18])=[O:15])([O:16][C:17]([CH3:20])([CH3:19])[CH3:18])=[O:15].